The task is: Predict the product of the given reaction.. This data is from Forward reaction prediction with 1.9M reactions from USPTO patents (1976-2016). (1) The product is: [CH2:17]([C:16]1[C:15](=[O:14])[N:7]2[N:8]=[C:4]([CH:1]([CH3:3])[CH3:2])[NH:5][C:6]2=[C:9]([C:10]#[N:11])[C:21]=1[CH3:22])[CH2:18][CH2:19][CH3:20]. Given the reactants [CH:1]([C:4]1[NH:5][C:6]([CH2:9][C:10]#[N:11])=[N:7][N:8]=1)([CH3:3])[CH3:2].C([O:14][C:15](=O)[CH:16]([C:21](=O)[CH3:22])[CH2:17][CH2:18][CH2:19][CH3:20])C.C([O-])(=O)C.[NH4+], predict the reaction product. (2) Given the reactants [Cl:1][C:2]1[CH:28]=[CH:27][CH:26]=[C:25]([Cl:29])[C:3]=1[C:4]([NH:6][C@H:7]([C:21]([O:23]C)=[O:22])[CH2:8][C:9]1[CH:14]=[CH:13][C:12]([C:15]2[CH2:16][CH2:17][NH:18][CH2:19][CH:20]=2)=[CH:11][CH:10]=1)=[O:5].C(N(CC)CC)C.[C:37]1([CH2:43][CH2:44][C:45](O)=[O:46])[CH:42]=[CH:41][CH:40]=[CH:39][CH:38]=1.CN(C(ON1N=NC2C=CC=NC1=2)=[N+](C)C)C.F[P-](F)(F)(F)(F)F, predict the reaction product. The product is: [Cl:1][C:2]1[CH:28]=[CH:27][CH:26]=[C:25]([Cl:29])[C:3]=1[C:4]([NH:6][C@H:7]([C:21]([OH:23])=[O:22])[CH2:8][C:9]1[CH:14]=[CH:13][C:12]([C:15]2[CH2:16][CH2:17][N:18]([C:45](=[O:46])[CH2:44][CH2:43][C:37]3[CH:42]=[CH:41][CH:40]=[CH:39][CH:38]=3)[CH2:19][CH:20]=2)=[CH:11][CH:10]=1)=[O:5]. (3) Given the reactants [NH:1]1[CH:5]=[C:4]([CH:6]=[O:7])[N:3]=[CH:2]1.CC(C)([O-])C.[K+].[F:14][C:15]1[CH:22]=[CH:21][C:18]([CH2:19]Br)=[CH:17][CH:16]=1.[Cl-].[NH4+], predict the reaction product. The product is: [F:14][C:15]1[CH:22]=[CH:21][C:18]([CH2:19][N:1]2[CH:5]=[C:4]([CH:6]=[O:7])[N:3]=[CH:2]2)=[CH:17][CH:16]=1. (4) The product is: [N+:1]([C:4]1[CH:12]=[CH:11][C:7]([CH2:8][C:19]([N:13]2[CH2:17][CH2:16][CH2:15][CH2:14]2)=[O:18])=[CH:6][CH:5]=1)([O-:3])=[O:2]. Given the reactants [N+:1]([C:4]1[CH:12]=[CH:11][C:7]([C:8](O)=O)=[CH:6][CH:5]=1)([O-:3])=[O:2].[NH:13]1[CH2:17][CH2:16][CH2:15][CH2:14]1.[OH:18][C:19]1C2N=NNC=2C=CC=1.CNC(N=C=NCC)CCNC.C(NC(C)C)(C)C, predict the reaction product. (5) Given the reactants [Cl:1][C:2]1[CH:7]=[CH:6][CH:5]=[CH:4][C:3]=1[S:8]([CH:11]1[CH2:15][C@@H:14]([C:16](O)=[O:17])[C@H:13]([CH2:19][O:20][C:21]2[CH:26]=[CH:25][C:24]([Cl:27])=[CH:23][CH:22]=2)[CH2:12]1)(=[O:10])=[O:9].[CH2:28]1[C:30]([NH2:33])([C:31]#[N:32])[CH2:29]1.Cl, predict the reaction product. The product is: [C:31]([C:30]1([NH:33][C:16]([C@@H:14]2[CH2:15][CH:11]([S:8]([C:3]3[CH:4]=[CH:5][CH:6]=[CH:7][C:2]=3[Cl:1])(=[O:10])=[O:9])[CH2:12][C@H:13]2[CH2:19][O:20][C:21]2[CH:22]=[CH:23][C:24]([Cl:27])=[CH:25][CH:26]=2)=[O:17])[CH2:28][CH2:29]1)#[N:32]. (6) Given the reactants CN(C)C(=O)C[NH:5][C@:6]12[CH2:40][CH2:39][C@@H:38]([C:41]([CH3:43])=[CH2:42])[C@@H:7]1[C@@H:8]1[C@@:21]([CH3:24])([CH2:22][CH2:23]2)[C@@:20]2([CH3:25])[C@@H:11]([C@:12]3([CH3:37])[C@@H:17]([CH2:18][CH2:19]2)[C:16]([CH3:27])([CH3:26])[C:15]([C:28]2[CH:36]=[CH:35][C:31]([C:32]([OH:34])=[O:33])=[CH:30][CH:29]=2)=[CH:14][CH2:13]3)[CH2:10][CH2:9]1.Cl[CH2:47][C:48]([NH:50][CH:51]([CH3:53])[CH3:52])=[O:49], predict the reaction product. The product is: [CH:51]([NH:50][C:48](=[O:49])[CH2:47][NH:5][C@:6]12[CH2:40][CH2:39][C@@H:38]([C:41]([CH3:43])=[CH2:42])[C@@H:7]1[C@@H:8]1[C@@:21]([CH3:24])([CH2:22][CH2:23]2)[C@@:20]2([CH3:25])[C@@H:11]([C@:12]3([CH3:37])[C@@H:17]([CH2:18][CH2:19]2)[C:16]([CH3:27])([CH3:26])[C:15]([C:28]2[CH:29]=[CH:30][C:31]([C:32]([OH:34])=[O:33])=[CH:35][CH:36]=2)=[CH:14][CH2:13]3)[CH2:10][CH2:9]1)([CH3:53])[CH3:52].